This data is from Reaction yield outcomes from USPTO patents with 853,638 reactions. The task is: Predict the reaction yield, written as a fraction of the theoretical maximum amount of product (1.0 means a 100% yield; for example, 0.34 means a 34% yield). (1) The reactants are [C:1]1([C:7]2[CH:11]=[CH:10][NH:9][N:8]=2)[CH:6]=[CH:5][CH:4]=[CH:3][CH:2]=1.C1C(=O)N([Br:19])C(=O)C1.O. The catalyst is CN(C=O)C. The product is [Br:19][C:11]1[C:7]([C:1]2[CH:2]=[CH:3][CH:4]=[CH:5][CH:6]=2)=[N:8][NH:9][CH:10]=1. The yield is 0.930. (2) The reactants are C[Mg]Br.[CH2:4]([N:11]1[CH2:16][CH2:15][C:14](=[O:17])[CH2:13][CH2:12]1)[C:5]1[CH:10]=[CH:9][CH:8]=[CH:7][CH:6]=1.O1CCC[CH2:19]1.[Cl-].[NH4+]. The catalyst is C(OCC)C. The product is [CH2:4]([N:11]1[CH2:16][CH2:15][C:14]([CH3:19])([OH:17])[CH2:13][CH2:12]1)[C:5]1[CH:6]=[CH:7][CH:8]=[CH:9][CH:10]=1. The yield is 0.720. (3) The reactants are Cl.[NH2:2][C:3]1[N:4]=[C:5]2[CH:10]=[CH:9][C:8]([O:11][C:12]3[CH:13]=[CH:14][C:15]([CH3:28])=[C:16]([NH:18][C:19]([C:21]4[N:25]([CH3:26])[N:24]=[C:23]([CH3:27])[CH:22]=4)=[O:20])[CH:17]=3)=[N:7][N:6]2[CH:29]=1.[CH:30]1([C:34](Cl)=[O:35])[CH2:33][CH2:32][CH2:31]1. The catalyst is CN(C)C(=O)C. The product is [CH:30]1([C:34]([NH:2][C:3]2[N:4]=[C:5]3[CH:10]=[CH:9][C:8]([O:11][C:12]4[CH:13]=[CH:14][C:15]([CH3:28])=[C:16]([NH:18][C:19]([C:21]5[N:25]([CH3:26])[N:24]=[C:23]([CH3:27])[CH:22]=5)=[O:20])[CH:17]=4)=[N:7][N:6]3[CH:29]=2)=[O:35])[CH2:33][CH2:32][CH2:31]1. The yield is 0.760. (4) The catalyst is C(OC(C)C)(C)C. The product is [OH:3][C:4]1[CH:6]=[C:7]([CH2:8][C@H:9]2[CH2:10][CH2:11][C@H:12]([O:15][C:16]([N:18]3[CH2:19][CH2:20][C:25]4[C:26](=[CH:21][CH:22]=[C:23]([NH:28][C:29]([NH:31][C:32]5[CH:37]=[CH:36][CH:35]=[CH:34][C:33]=5[F:38])=[O:30])[CH:24]=4)[CH2:27]3)=[O:17])[CH2:13][CH2:14]2)[NH:44][N:45]=1. The reactants are C([O:3][C:4]([CH2:6][C:7](=O)[CH2:8][C@H:9]1[CH2:14][CH2:13][C@H:12]([O:15][C:16]([N:18]2[CH2:27][CH2:26][C:25]3[C:20](=[CH:21][CH:22]=[C:23]([NH:28][C:29]([NH:31][C:32]4[CH:37]=[CH:36][CH:35]=[CH:34][C:33]=4[F:38])=[O:30])[CH:24]=3)[CH2:19]2)=[O:17])[CH2:11][CH2:10]1)=O)C.C(O)C.O.[NH2:44][NH2:45]. The yield is 0.510. (5) The reactants are [Cl:1][C:2]1[C:10]([N+:11]([O-])=O)=[CH:9][CH:8]=[C:7]([Cl:14])[C:3]=1[C:4]([OH:6])=[O:5].[NH4+].[Cl-]. The catalyst is C1COCC1.[Zn]. The product is [NH2:11][C:10]1[C:2]([Cl:1])=[C:3]([C:7]([Cl:14])=[CH:8][CH:9]=1)[C:4]([OH:6])=[O:5]. The yield is 0.755. (6) The reactants are [ClH:1].C(OCC)(=O)C.[C:8]12([CH2:18][CH2:19][N:20]([CH2:33][CH2:34][CH2:35][CH2:36][CH3:37])[C:21]([NH:23][CH2:24][CH2:25][CH2:26][C:27]3[CH:32]=[CH:31][N:30]=[CH:29][CH:28]=3)=[O:22])[CH2:17][CH:12]3[CH2:13][CH:14]([CH2:16][CH:10]([CH2:11]3)[CH2:9]1)[CH2:15]2. The catalyst is C(Cl)(Cl)Cl. The product is [ClH:1].[C:8]12([CH2:18][CH2:19][N:20]([CH2:33][CH2:34][CH2:35][CH2:36][CH3:37])[C:21]([NH:23][CH2:24][CH2:25][CH2:26][C:27]3[CH:28]=[CH:29][N:30]=[CH:31][CH:32]=3)=[O:22])[CH2:15][CH:14]3[CH2:16][CH:10]([CH2:11][CH:12]([CH2:13]3)[CH2:17]1)[CH2:9]2. The yield is 0.430. (7) The reactants are [Cl:1][C:2]1[CH:10]=[C:6]([C:7]([OH:9])=O)[C:5]([OH:11])=[CH:4][CH:3]=1.[N+:12]([C:15]1[CH:21]=[CH:20][C:18]([NH2:19])=[CH:17][C:16]=1[C:22]([F:25])([F:24])[F:23])([O-:14])=[O:13]. No catalyst specified. The product is [Cl:1][C:2]1[CH:3]=[CH:4][C:5]([OH:11])=[C:6]([CH:10]=1)[C:7]([NH:19][C:18]1[CH:20]=[CH:21][C:15]([N+:12]([O-:14])=[O:13])=[C:16]([C:22]([F:23])([F:24])[F:25])[CH:17]=1)=[O:9]. The yield is 0.448.